This data is from Forward reaction prediction with 1.9M reactions from USPTO patents (1976-2016). The task is: Predict the product of the given reaction. (1) Given the reactants [CH3:1][N:2]([CH3:31])[C:3]1[N:8]=[C:7]([O:9][CH3:10])[C:6]([C:11]2[C:24]3[C:19](=[CH:20][C:21]([O:27][CH2:28][CH3:29])=[C:22]([O:25][CH3:26])[CH:23]=3)[C@@H:18]3[C@@H:13]([CH2:14][CH2:15][C@@H:16]([OH:30])[CH2:17]3)[N:12]=2)=[CH:5][N:4]=1.[C:32]([OH:41])(=[O:40])[C@@H:33]([C@H:35]([C:37]([OH:39])=[O:38])[OH:36])[OH:34], predict the reaction product. The product is: [C:37]([C@@H:35]([C@H:33]([C:32]([OH:41])=[O:40])[OH:34])[OH:36])([OH:39])=[O:38].[CH3:31][N:2]([CH3:1])[C:3]1[N:8]=[C:7]([O:9][CH3:10])[C:6]([C:11]2[C:24]3[C:19](=[CH:20][C:21]([O:27][CH2:28][CH3:29])=[C:22]([O:25][CH3:26])[CH:23]=3)[C@@H:18]3[C@@H:13]([CH2:14][CH2:15][C@@H:16]([OH:30])[CH2:17]3)[N:12]=2)=[CH:5][N:4]=1. (2) Given the reactants [Br:1][C:2]1[CH:9]=[CH:8][C:5]([CH:6]=[O:7])=[C:4](F)[CH:3]=1.C(=O)([O-])[O-].[K+].[K+].[CH3:17][NH:18][CH3:19].C(O)C, predict the reaction product. The product is: [Br:1][C:2]1[CH:9]=[CH:8][C:5]([CH:6]=[O:7])=[C:4]([N:18]([CH3:19])[CH3:17])[CH:3]=1. (3) Given the reactants [CH3:1][O:2][C:3](=[O:13])[CH2:4][C:5]1[CH:10]=[CH:9][C:8]([Br:11])=[C:7]([OH:12])[CH:6]=1.[CH3:14][C:15]([Si:18](Cl)([CH3:20])[CH3:19])([CH3:17])[CH3:16].C(N(CC)CC)C.O, predict the reaction product. The product is: [CH3:1][O:2][C:3](=[O:13])[CH2:4][C:5]1[CH:10]=[CH:9][C:8]([Br:11])=[C:7]([O:12][Si:18]([C:15]([CH3:17])([CH3:16])[CH3:14])([CH3:20])[CH3:19])[CH:6]=1. (4) The product is: [C:8]1([C:39]2[CH:40]=[CH:41][CH:42]=[CH:43][CH:44]=2)[CH:9]=[CH:10][C:11]([N:14]2[C:18]3=[N:19][CH:20]=[C:2]([C:3]([OH:5])=[O:4])[CH:22]=[C:17]3[C:16]3([CH2:29][CH2:28][N:27]([CH2:30][C:31]4[C:36]([CH3:37])=[CH:35][CH:34]=[CH:33][N:32]=4)[CH2:26][CH2:25]3)[C:15]2=[O:38])=[CH:12][CH:13]=1. Given the reactants F[C:2](F)(F)[C:3]([OH:5])=[O:4].[C:8]1([C:39]2[CH:44]=[CH:43][CH:42]=[CH:41][CH:40]=2)[CH:13]=[CH:12][C:11]([N:14]2[C:18]3=[N:19][CH:20]=C(C#N)[CH:22]=[C:17]3[C:16]3([CH2:29][CH2:28][N:27]([CH2:30][C:31]4[C:36]([CH3:37])=[CH:35][CH:34]=[CH:33][N:32]=4)[CH2:26][CH2:25]3)[C:15]2=[O:38])=[CH:10][CH:9]=1.S(=O)(=O)(O)O.[OH-].[Li+].Cl, predict the reaction product. (5) Given the reactants [CH3:1][O:2][C:3]([C:5]1[C:6]([OH:24])=[C:7]2[C:12](=[CH:13][N:14]=1)[N:11]([CH2:15][C:16]1[CH:21]=[CH:20][CH:19]=[CH:18][CH:17]=1)[C:10](=[O:22])[C:9](Br)=[CH:8]2)=[O:4].[CH3:25][Sn](C)(C)C, predict the reaction product. The product is: [CH3:1][O:2][C:3]([C:5]1[C:6]([OH:24])=[C:7]2[C:12](=[CH:13][N:14]=1)[N:11]([CH2:15][C:16]1[CH:21]=[CH:20][CH:19]=[CH:18][CH:17]=1)[C:10](=[O:22])[C:9]([CH3:25])=[CH:8]2)=[O:4]. (6) The product is: [Br:1][C:2]1[CH:7]=[CH:6][N:5]=[C:4]([NH:8][C:15](=[O:17])[CH3:16])[CH:3]=1. Given the reactants [Br:1][C:2]1[CH:7]=[CH:6][N:5]=[C:4]([NH2:8])[CH:3]=1.N1C=CC=CC=1.[C:15](Cl)(=[O:17])[CH3:16].O, predict the reaction product. (7) Given the reactants [C:9](O[C:9]([O:11][C:12]([CH3:15])([CH3:14])[CH3:13])=[O:10])([O:11][C:12]([CH3:15])([CH3:14])[CH3:13])=[O:10].[NH:16]1[CH2:21][CH2:20][CH:19]([C:22]#[N:23])[CH2:18][CH2:17]1, predict the reaction product. The product is: [C:22]([CH:19]1[CH2:20][CH2:21][N:16]([C:9]([O:11][C:12]([CH3:13])([CH3:14])[CH3:15])=[O:10])[CH2:17][CH2:18]1)#[N:23]. (8) Given the reactants [CH2:1]([N:3]([CH2:11][C:12]1[N:13]=[C:14]2[S:21][C:20]([CH3:22])=[C:19]([CH:23]3[CH2:25][CH:24]3[C:26]([NH2:28])=O)[N:15]2[C:16](=[O:18])[CH:17]=1)[C:4]1[CH:9]=[CH:8][C:7]([F:10])=[CH:6][CH:5]=1)[CH3:2].FC(F)(F)C(OC(=O)C(F)(F)F)=O.C(N(CC)CC)C, predict the reaction product. The product is: [CH2:1]([N:3]([CH2:11][C:12]1[N:13]=[C:14]2[S:21][C:20]([CH3:22])=[C:19]([CH:23]3[CH2:25][CH:24]3[C:26]#[N:28])[N:15]2[C:16](=[O:18])[CH:17]=1)[C:4]1[CH:5]=[CH:6][C:7]([F:10])=[CH:8][CH:9]=1)[CH3:2]. (9) Given the reactants [CH:1]([NH:4][CH:5]([CH3:7])[CH3:6])([CH3:3])C.C([Li])CCC.[Si](OCCN1C2C(Cl)=[N:29][CH:28]=[N:27]C=2C=C1)(C(C)(C)C)(C)C.C1(C)C=CC(S([Cl:42])(=O)=O)=CC=1.[NH2:44][C:45]1[CH:64]=[CH:63][C:48]([O:49][C:50]2[CH:51]=[C:52]([CH:60]=[CH:61][CH:62]=2)[C:53]([NH:55][C:56]([CH3:59])([CH3:58])[CH3:57])=[O:54])=[C:47]([Cl:65])[CH:46]=1.Cl[C:67]1C=C(NC2C3N(CCO)C(Cl)=CC=3N=CN=2)C=C[C:68]=1[O:69]C1C=C(NC(C2CC2)=O)C=CC=1.Cl.C(OCC)(=O)C.C(=O)(O)[O-].[Na+], predict the reaction product. The product is: [C:56]([NH:55][C:53](=[O:54])[C:52]1[CH:60]=[CH:61][CH:62]=[C:50]([O:49][C:48]2[CH:63]=[CH:64][C:45]([NH:44][C:7]3[C:5]4[N:4]([CH2:67][CH2:68][OH:69])[C:1]([Cl:42])=[CH:3][C:6]=4[N:27]=[CH:28][N:29]=3)=[CH:46][C:47]=2[Cl:65])[CH:51]=1)([CH3:59])([CH3:58])[CH3:57]. (10) Given the reactants [Cl:1][C:2]1[CH:3]=[C:4]2[C:8](=[CH:9][CH:10]=1)[N:7]([CH2:11][C:12]([O:14]CCCC)=[O:13])[C:6]([CH3:19])=[C:5]2[C:20]1[C:29]2[C:24](=[CH:25][CH:26]=[CH:27][CH:28]=2)[C:23](=[O:30])[N:22]([CH2:31][C:32]2[CH:37]=[CH:36][CH:35]=[C:34]([F:38])[C:33]=2[F:39])[N:21]=1.FC(F)(F)C(O)=O, predict the reaction product. The product is: [Cl:1][C:2]1[CH:3]=[C:4]2[C:8](=[CH:9][CH:10]=1)[N:7]([CH2:11][C:12]([OH:14])=[O:13])[C:6]([CH3:19])=[C:5]2[C:20]1[C:29]2[C:24](=[CH:25][CH:26]=[CH:27][CH:28]=2)[C:23](=[O:30])[N:22]([CH2:31][C:32]2[CH:37]=[CH:36][CH:35]=[C:34]([F:38])[C:33]=2[F:39])[N:21]=1.